This data is from Full USPTO retrosynthesis dataset with 1.9M reactions from patents (1976-2016). The task is: Predict the reactants needed to synthesize the given product. (1) Given the product [CH3:29][O:28][C:10]1[CH:9]=[C:8]2[CH2:7][CH2:6][C@H:5]([NH2:4])[C:21]3[C:14](=[CH:15][CH:16]=[C:17]([S:22][CH3:23])[C:18]([CH:20]=3)=[O:19])[C:13]2=[C:12]([O:24][CH3:25])[C:11]=1[O:26][CH3:27], predict the reactants needed to synthesize it. The reactants are: CC([NH:4][C@@H:5]1[C:21]2[C:14](=[CH:15][CH:16]=[C:17]([S:22][CH3:23])[C:18]([CH:20]=2)=[O:19])[C:13]2[C:8](=[CH:9][C:10]([O:28][CH3:29])=[C:11]([O:26][CH3:27])[C:12]=2[O:24][CH3:25])[CH2:7][CH2:6]1)=O.Cl. (2) The reactants are: N1C2[C:4](=CC=CC=2)[CH:3]=N1.[Br:10][C:11]1[CH:12]=[C:13]([N+:18]([O-])=O)[C:14]([Cl:17])=[N:15][CH:16]=1. Given the product [Br:10][C:11]1[CH:16]=[N:15][C:14]([Cl:17])=[C:13]2[C:12]=1[CH:3]=[CH:4][NH:18]2, predict the reactants needed to synthesize it.